From a dataset of Reaction yield outcomes from USPTO patents with 853,638 reactions. Predict the reaction yield, written as a fraction of the theoretical maximum amount of product (1.0 means a 100% yield; for example, 0.34 means a 34% yield). (1) The reactants are [CH3:1][C:2]([CH3:22])([CH3:21])[C:3]#[C:4][C:5]1[CH:10]=[C:9]([N+:11]([O-:13])=[O:12])[C:8]([F:14])=[CH:7][C:6]=1[NH:15]C(=O)CCC.CCCC[N+](CCCC)(CCCC)CCCC.[F-].O. The yield is 0.650. The product is [C:2]([C:3]1[NH:15][C:6]2[C:5]([CH:4]=1)=[CH:10][C:9]([N+:11]([O-:13])=[O:12])=[C:8]([F:14])[CH:7]=2)([CH3:22])([CH3:21])[CH3:1]. The catalyst is CN(C=O)C. (2) The reactants are C([O-])([O-])=O.[Na+].[Na+].[CH2:7]([C:14]1[C:23]2[C:18](=[CH:19][CH:20]=[CH:21][CH:22]=2)[C:17](Cl)=[N:16][N:15]=1)[C:8]1[CH:13]=[CH:12][CH:11]=[CH:10][CH:9]=1.[CH3:25][C@H:26]1[CH2:31][NH:30][CH2:29][CH2:28][NH:27]1. The catalyst is O1CCOCC1. The product is [CH2:7]([C:14]1[C:23]2[C:18](=[CH:19][CH:20]=[CH:21][CH:22]=2)[C:17]([N:30]2[CH2:29][CH2:28][NH:27][C@@H:26]([CH3:25])[CH2:31]2)=[N:16][N:15]=1)[C:8]1[CH:13]=[CH:12][CH:11]=[CH:10][CH:9]=1. The yield is 0.640. (3) The reactants are CCN(C(C)C)C(C)C.[CH3:10][C:11]1[CH:19]=[C:18]([CH3:20])[CH:17]=[CH:16][C:12]=1[C:13]([OH:15])=O.CCN=C=NCCCN(C)C.C1C=CC2N(O)N=NC=2C=1.Cl.[O:43]=[C:44]([N:62]1[CH2:67][CH2:66][NH:65][CH2:64][CH2:63]1)[CH2:45][NH:46][C:47](=[O:61])[C:48]1[CH:53]=[CH:52][C:51]([O:54][C:55]2[CH:60]=[CH:59][CH:58]=[CH:57][CH:56]=2)=[CH:50][CH:49]=1. The catalyst is CN(C=O)C.O. The product is [CH3:10][C:11]1[CH:19]=[C:18]([CH3:20])[CH:17]=[CH:16][C:12]=1[C:13]([N:65]1[CH2:66][CH2:67][N:62]([C:44](=[O:43])[CH2:45][NH:46][C:47](=[O:61])[C:48]2[CH:49]=[CH:50][C:51]([O:54][C:55]3[CH:56]=[CH:57][CH:58]=[CH:59][CH:60]=3)=[CH:52][CH:53]=2)[CH2:63][CH2:64]1)=[O:15]. The yield is 0.560. (4) The reactants are [F:1][C:2]([F:54])([F:53])[C:3]1[CH:4]=[C:5]([CH:46]=[C:47]([C:49]([F:52])([F:51])[F:50])[CH:48]=1)[CH2:6][N:7]([C@H:26]1[CH2:32][CH2:31][CH2:30][N:29]([CH2:33][CH:34]2[CH2:36][CH2:35]2)[C:28]2[CH:37]=[C:38]([C:42]([F:45])([F:44])[F:43])[C:39]([CH3:41])=[CH:40][C:27]1=2)[C:8]1[N:9]=[N:10][N:11]([CH2:13][CH2:14][N:15]2C(=O)C3C(=CC=CC=3)C2=O)[N:12]=1.O.NN. The catalyst is CO. The product is [NH2:15][CH2:14][CH2:13][N:11]1[N:10]=[N:9][C:8]([N:7]([CH2:6][C:5]2[CH:4]=[C:3]([C:2]([F:1])([F:53])[F:54])[CH:48]=[C:47]([C:49]([F:52])([F:51])[F:50])[CH:46]=2)[C@H:26]2[CH2:32][CH2:31][CH2:30][N:29]([CH2:33][CH:34]3[CH2:36][CH2:35]3)[C:28]3[CH:37]=[C:38]([C:42]([F:44])([F:45])[F:43])[C:39]([CH3:41])=[CH:40][C:27]2=3)=[N:12]1. The yield is 0.600. (5) The reactants are [CH2:1]([N:3]([CH2:15][CH3:16])[C:4]([C:6]1[CH2:11][CH:10]([CH3:12])[CH2:9][CH:8](Br)[C:7]=1O)=[O:5])[CH3:2].[CH2:17]([O:24][CH2:25][CH2:26][NH:27][C:28]1[CH:33]=[CH:32][CH:31]=[CH:30][CH:29]=1)[C:18]1[CH:23]=[CH:22][CH:21]=[CH:20][CH:19]=1. The catalyst is CC(O)C.[Cl-].[Zn+2].[Cl-]. The product is [CH2:1]([N:3]([CH2:15][CH3:16])[C:4]([CH:6]1[C:7]2[C:33]3[C:28](=[CH:29][CH:30]=[CH:31][CH:32]=3)[N:27]([CH2:26][CH2:25][O:24][CH2:17][C:18]3[CH:23]=[CH:22][CH:21]=[CH:20][CH:19]=3)[C:8]=2[CH2:9][CH:10]([CH3:12])[CH2:11]1)=[O:5])[CH3:2]. The yield is 0.0800. (6) The reactants are [O:1]1[C:5]2[CH:6]=[C:7]([C:10]3([C:13]([OH:15])=[O:14])[CH2:12][CH2:11]3)[CH:8]=[CH:9][C:4]=2[CH:3]=[CH:2]1. The catalyst is CO.O=[Pt]=O. The product is [O:1]1[C:5]2[CH:6]=[C:7]([C:10]3([C:13]([OH:15])=[O:14])[CH2:12][CH2:11]3)[CH:8]=[CH:9][C:4]=2[CH2:3][CH2:2]1. The yield is 0.420. (7) The reactants are [F:1][C:2]1[C:8](F)=[CH:7][CH:6]=[C:5]([N+:10]([O-:12])=[O:11])[C:3]=1[NH2:4].[Br:13][C:14]1[CH:21]=[CH:20][C:17]([CH2:18]N)=[CH:16][CH:15]=1.CS(C)=O.CCN(CC)CC. The catalyst is O.II. The product is [F:1][C:2]1[C:8]([CH2:18][C:17]2[CH:20]=[CH:21][C:14]([Br:13])=[CH:15][CH:16]=2)=[CH:7][CH:6]=[C:5]([N+:10]([O-:12])=[O:11])[C:3]=1[NH2:4]. The yield is 0.890. (8) The reactants are C(Cl)Cl.[F:4][C:5]1[CH:10]=[CH:9][C:8]([F:11])=[CH:7][C:6]=1[C@H:12]1[CH2:16][CH2:15][CH2:14][N:13]1[C:17]1[CH:22]=[CH:21][N:20]2[N:23]=[CH:24][C:25]([NH2:26])=[C:19]2[N:18]=1.CCN(C(C)C)C(C)C.Cl[C:37](=[O:42])[C:38]([O:40][CH3:41])=[O:39]. No catalyst specified. The product is [F:4][C:5]1[CH:10]=[CH:9][C:8]([F:11])=[CH:7][C:6]=1[C@H:12]1[CH2:16][CH2:15][CH2:14][N:13]1[C:17]1[CH:22]=[CH:21][N:20]2[N:23]=[CH:24][C:25]([NH:26][C:37](=[O:42])[C:38]([O:40][CH3:41])=[O:39])=[C:19]2[N:18]=1. The yield is 0.850.